From a dataset of Forward reaction prediction with 1.9M reactions from USPTO patents (1976-2016). Predict the product of the given reaction. (1) Given the reactants P(Cl)(Cl)([Cl:3])=O.[CH3:6][O:7][C:8]1[CH:25]=[CH:24][C:11]([CH2:12][N:13]2[C:17]3[N:18]=[CH:19][CH:20]=[C:21](O)[C:16]=3[C:15]([CH3:23])=[N:14]2)=[CH:10][CH:9]=1, predict the reaction product. The product is: [Cl:3][C:21]1[CH:20]=[CH:19][N:18]=[C:17]2[N:13]([CH2:12][C:11]3[CH:24]=[CH:25][C:8]([O:7][CH3:6])=[CH:9][CH:10]=3)[N:14]=[C:15]([CH3:23])[C:16]=12. (2) Given the reactants C(NC(C)C)(C)C.C1(P(C2C=CC=CC=2)C2C=CC=CC=2)C=CC=CC=1.[C:27]1([CH2:33][CH2:34][OH:35])[CH:32]=[CH:31][CH:30]=[CH:29][CH:28]=1.O[C:37]1[C:38]([CH:60]2[CH2:64][CH2:63][CH2:62][N:61]2[C:65](=[O:67])[CH3:66])=[CH:39][C:40]2[N:44]([CH2:45][O:46][CH2:47][CH2:48][Si:49]([CH3:52])([CH3:51])[CH3:50])[C:43]([C:53]3[CH:58]=[CH:57][CH:56]=[CH:55][N:54]=3)=[N:42][C:41]=2[CH:59]=1.C(=O)(O)[O-].[Na+], predict the reaction product. The product is: [CH2:34]([O:35][C:37]1[C:38]([CH:60]2[CH2:64][CH2:63][CH2:62][N:61]2[C:65](=[O:67])[CH3:66])=[CH:39][C:40]2[N:44]([CH2:45][O:46][CH2:47][CH2:48][Si:49]([CH3:52])([CH3:51])[CH3:50])[C:43]([C:53]3[CH:58]=[CH:57][CH:56]=[CH:55][N:54]=3)=[N:42][C:41]=2[CH:59]=1)[CH2:33][C:27]1[CH:32]=[CH:31][CH:30]=[CH:29][CH:28]=1. (3) Given the reactants [C:1]([C:4]1[CH:5]=[C:6]([CH:12]=[CH:13][CH:14]=1)[O:7][CH2:8][C:9]([OH:11])=O)(=[O:3])[CH3:2].C(N(C(C)C)CC)(C)C.F[P-](F)(F)(F)(F)F.CN(C(=[N+](C)C)ON1C2=NC=CC=C2N=N1)C.Br.[Br:49][CH2:50][CH2:51][CH2:52][NH2:53], predict the reaction product. The product is: [C:1]([C:4]1[CH:5]=[C:6]([CH:12]=[CH:13][CH:14]=1)[O:7][CH2:8][C:9]([NH:53][CH2:52][CH2:51][CH2:50][Br:49])=[O:11])(=[O:3])[CH3:2]. (4) Given the reactants Cl.[NH2:2][CH2:3][C:4]([NH:6][CH:7]([C:14]1[CH:19]=[CH:18][C:17]([Cl:20])=[CH:16][CH:15]=1)[C:8]1[CH:13]=[CH:12][CH:11]=[CH:10][CH:9]=1)=[O:5].[F:21][C:22]1[CH:30]=[C:29]([F:31])[C:28]([F:32])=[CH:27][C:23]=1[C:24](O)=[O:25], predict the reaction product. The product is: [Cl:20][C:17]1[CH:18]=[CH:19][C:14]([CH:7]([NH:6][C:4]([CH2:3][NH:2][C:24](=[O:25])[C:23]2[CH:27]=[C:28]([F:32])[C:29]([F:31])=[CH:30][C:22]=2[F:21])=[O:5])[C:8]2[CH:13]=[CH:12][CH:11]=[CH:10][CH:9]=2)=[CH:15][CH:16]=1. (5) Given the reactants [C:1]([NH2:5])([CH3:4])([CH3:3])[CH3:2].C(N(CC)CC)C.[Cl:13][CH2:14][C:15](Cl)=[O:16], predict the reaction product. The product is: [C:1]([NH:5][C:15](=[O:16])[CH2:14][Cl:13])([CH3:4])([CH3:3])[CH3:2]. (6) Given the reactants [C:1]([C:3]1[CH:8]=[CH:7][CH:6]=[CH:5][CH:4]=1)#[CH:2].Cl[C:10]1[CH:19]=[C:18]([C:20]2[CH:25]=[CH:24][CH:23]=[C:22]([Cl:26])[CH:21]=2)[C:17]2[C:12](=[CH:13][CH:14]=[C:15]([C:27]([C:35]3[CH:40]=[CH:39][C:38]([Cl:41])=[CH:37][CH:36]=3)([C:29]3[N:33]([CH3:34])[CH:32]=[N:31][CH:30]=3)[OH:28])[CH:16]=2)[N:11]=1.CN(C=O)C, predict the reaction product. The product is: [Cl:26][C:22]1[CH:21]=[C:20]([C:18]2[C:17]3[C:12](=[CH:13][CH:14]=[C:15]([C:27]([C:35]4[CH:36]=[CH:37][C:38]([Cl:41])=[CH:39][CH:40]=4)([C:29]4[N:33]([CH3:34])[CH:32]=[N:31][CH:30]=4)[OH:28])[CH:16]=3)[N:11]=[C:10]([C:2]#[C:1][C:3]3[CH:8]=[CH:7][CH:6]=[CH:5][CH:4]=3)[CH:19]=2)[CH:25]=[CH:24][CH:23]=1. (7) Given the reactants C([C@H]1COC(=O)N1[C:14](=[O:39])[C@@H:15]([O:36][CH2:37][CH3:38])[C@@H:16]([C:18]1[CH:23]=[CH:22][C:21]([O:24][CH2:25][C:26]2[CH:31]=[CH:30][CH:29]=[CH:28][CH:27]=2)=[CH:20][C:19]=1[C:32]([F:35])([F:34])[F:33])[OH:17])C1C=CC=CC=1.[CH3:40][O-:41].[Na+], predict the reaction product. The product is: [CH3:40][O:41][C:14](=[O:39])[C@@H:15]([O:36][CH2:37][CH3:38])[C@@H:16]([C:18]1[CH:23]=[CH:22][C:21]([O:24][CH2:25][C:26]2[CH:27]=[CH:28][CH:29]=[CH:30][CH:31]=2)=[CH:20][C:19]=1[C:32]([F:34])([F:35])[F:33])[OH:17]. (8) Given the reactants [CH:1]1([CH:7]=O)[CH2:6][CH2:5][CH2:4][CH2:3][CH2:2]1.[CH3:9][O:10][C:11](=[O:14])[CH2:12][NH2:13].CCN(CC)CC.[BH4-].[Na+], predict the reaction product. The product is: [CH3:9][O:10][C:11](=[O:14])[CH2:12][NH:13][CH2:7][CH:1]1[CH2:2][CH2:3][CH2:4][CH2:5][CH2:6]1. (9) Given the reactants [CH3:1][C:2](=[N:4][OH:5])[CH3:3].CC(C)([O-])C.[K+].[CH3:12][O:13][C:14](=[O:24])[C:15]1[CH:20]=[CH:19][C:18](F)=[C:17]([C:22]#[N:23])[CH:16]=1.[NH4+].[Cl-], predict the reaction product. The product is: [CH3:12][O:13][C:14](=[O:24])[C:15]1[CH:20]=[CH:19][C:18]([O:5][N:4]=[C:2]([CH3:3])[CH3:1])=[C:17]([C:22]#[N:23])[CH:16]=1.